Dataset: Forward reaction prediction with 1.9M reactions from USPTO patents (1976-2016). Task: Predict the product of the given reaction. (1) The product is: [Br:1][C:2]1[CH:7]=[CH:6][CH:5]=[C:4]([O:8][CH2:16][CH2:15][CH:9]2[CH2:14][CH2:13][CH2:12][CH2:11][CH2:10]2)[CH:3]=1. Given the reactants [Br:1][C:2]1[CH:3]=[C:4]([OH:8])[CH:5]=[CH:6][CH:7]=1.[CH:9]1([CH2:15][CH2:16]C2C=CC=CC=2O)[CH2:14][CH2:13][CH2:12][CH2:11][CH2:10]1.C1(P(C2C=CC=CC=2)C2C=CC=CC=2)C=CC=CC=1.N(C(OCC)=O)=NC(OCC)=O.C1(C)C=CC=CC=1, predict the reaction product. (2) The product is: [C:26]([C:25]1[CH:29]=[C:21]([NH:20][C:1](=[O:5])[C:2]([CH3:4])=[CH2:3])[CH:22]=[CH:23][C:24]=1[OH:30])([OH:28])=[O:27]. Given the reactants [C:1](O)(=[O:5])[C:2]([CH3:4])=[CH2:3].C(OC(Cl)=O)C.C(N(CC)CC)C.[NH2:20][C:21]1[CH:29]=[C:25]([C:26]([OH:28])=[O:27])[C:24]([OH:30])=[CH:23][CH:22]=1.Cl, predict the reaction product. (3) The product is: [CH3:12][O:13][C:14]1[CH:15]=[N:16][N:17]2[N:1]=[CH:22][C:21]([C:20]([O:24][CH3:25])=[O:23])=[C:18]2[CH:19]=1. Given the reactants [NH2:1]OS(O)(=O)=O.C(=O)(O)[O-].[K+].[CH3:12][O:13][C:14]1[CH:19]=[CH:18][N:17]=[N:16][CH:15]=1.[C:20]([O:24][CH3:25])(=[O:23])[C:21]#[CH:22].[OH-].[K+], predict the reaction product.